Dataset: Reaction yield outcomes from USPTO patents with 853,638 reactions. Task: Predict the reaction yield, written as a fraction of the theoretical maximum amount of product (1.0 means a 100% yield; for example, 0.34 means a 34% yield). (1) The reactants are [O:1]1[CH2:6][CH2:5][CH:4]([NH2:7])[CH2:3][CH2:2]1.[CH3:8][C:9]1[O:13][N:12]=[C:11]([C:14]2[CH:19]=[CH:18][CH:17]=[CH:16][CH:15]=2)[C:10]=1[C:20]1[N:21]=[CH:22][N:23]([C:25]2[CH:26]=[C:27]([CH:31]=[CH:32][CH:33]=2)[C:28](O)=[O:29])[CH:24]=1. No catalyst specified. The product is [CH3:8][C:9]1[O:13][N:12]=[C:11]([C:14]2[CH:15]=[CH:16][CH:17]=[CH:18][CH:19]=2)[C:10]=1[C:20]1[N:21]=[CH:22][N:23]([C:25]2[CH:26]=[C:27]([CH:31]=[CH:32][CH:33]=2)[C:28]([NH:7][CH:4]2[CH2:5][CH2:6][O:1][CH2:2][CH2:3]2)=[O:29])[CH:24]=1. The yield is 0.420. (2) The reactants are F[C:2]1[CH:9]=[CH:8][C:7]([C:10]2[S:11][CH:12]=[CH:13][CH:14]=2)=[CH:6][C:3]=1[CH:4]=[O:5].[NH:15]1[CH2:19][CH2:18][CH2:17][CH2:16]1. The catalyst is C(OCC)(=O)C. The product is [N:15]1([C:2]2[CH:9]=[CH:8][C:7]([C:10]3[S:11][CH:12]=[CH:13][CH:14]=3)=[CH:6][C:3]=2[CH:4]=[O:5])[CH2:19][CH2:18][CH2:17][CH2:16]1. The yield is 0.320. (3) The reactants are [NH2:1][C@@H:2]1[C:10]2[C:5](=[CH:6][CH:7]=[CH:8][CH:9]=2)[CH2:4][CH2:3]1.[CH3:11]CN(CC)CC.C(OC(OC(OC(C)(C)C)=O)=O)(C)(C)C. The catalyst is C1COCC1. The product is [CH3:11][NH:1][C@@H:2]1[C:10]2[C:5](=[CH:6][CH:7]=[CH:8][CH:9]=2)[CH2:4][CH2:3]1. The yield is 0.770. (4) The catalyst is C1COCC1. The reactants are [CH2:1]1[NH:6][CH2:5][CH2:4][N:3]2[C@@H:7]([CH2:10][OH:11])[CH2:8][CH2:9][C@@H:2]12.Cl[C:13]1[C:14]([C:19]#[N:20])=[N:15][CH:16]=[CH:17][N:18]=1.CCN(CC)CC. The yield is 0.770. The product is [OH:11][CH2:10][C@@H:7]1[N:3]2[CH2:4][CH2:5][N:6]([C:13]3[C:14]([C:19]#[N:20])=[N:15][CH:16]=[CH:17][N:18]=3)[CH2:1][C@@H:2]2[CH2:9][CH2:8]1.